Predict the product of the given reaction. From a dataset of Forward reaction prediction with 1.9M reactions from USPTO patents (1976-2016). Given the reactants [NH2:1][C@H:2]([CH2:22][C:23]1[CH:28]=[CH:27][C:26]([Cl:29])=[C:25]([Cl:30])[CH:24]=1)[C:3]([N:5]1[CH2:10][CH2:9][C:8]([CH:16]2[CH2:21][CH2:20][CH2:19][CH2:18][CH2:17]2)([C:11]([O:13][CH2:14][CH3:15])=[O:12])[CH2:7][CH2:6]1)=[O:4].ClC(OC1C=CC([N+]([O-])=O)=CC=1)=O.FC(F)(F)[C:46]([OH:48])=O.FC(F)(F)C(O)=O.[NH:58]1[CH:62]=[C:61]([CH2:63][CH2:64][CH2:65][NH2:66])[N:60]=[CH:59]1.C(NC(C)C)(C)C.[OH-].[Na+], predict the reaction product. The product is: [CH:16]1([C:8]2([C:11]([O:13][CH2:14][CH3:15])=[O:12])[CH2:7][CH2:6][N:5]([C:3](=[O:4])[C@H:2]([NH:1][C:46]([NH:66][CH2:65][CH2:64][CH2:63][C:61]3[N:60]=[CH:59][NH:58][CH:62]=3)=[O:48])[CH2:22][C:23]3[CH:28]=[CH:27][C:26]([Cl:29])=[C:25]([Cl:30])[CH:24]=3)[CH2:10][CH2:9]2)[CH2:21][CH2:20][CH2:19][CH2:18][CH2:17]1.